This data is from Forward reaction prediction with 1.9M reactions from USPTO patents (1976-2016). The task is: Predict the product of the given reaction. (1) Given the reactants [CH3:1][C:2]1[CH:7]=[CH:6][C:5]([OH:8])=[CH:4][CH:3]=1.Cl[C:10]1[C:19]2[C:14](=[C:15]([O:20][CH3:21])[CH:16]=[CH:17][CH:18]=2)[CH:13]=[C:12]([NH:22][C:23]2[CH:27]=[C:26]([CH3:28])[NH:25][N:24]=2)[N:11]=1, predict the reaction product. The product is: [CH3:28][C:26]1[NH:25][N:24]=[C:23]([NH:22][C:12]2[N:11]=[C:10]([O:8][C:5]3[CH:6]=[CH:7][C:2]([CH3:1])=[CH:3][CH:4]=3)[C:19]3[C:14]([CH:13]=2)=[C:15]([O:20][CH3:21])[CH:16]=[CH:17][CH:18]=3)[CH:27]=1. (2) Given the reactants P(Cl)(Cl)([Cl:3])=O.O[C:7]1[N:12]=[CH:11][N:10]=[C:9]2[N:13]([C:16]3[C:23]([C:24]#[N:25])=[CH:22][CH:21]=[CH:20][C:17]=3[C:18]#[N:19])[N:14]=[CH:15][C:8]=12, predict the reaction product. The product is: [Cl:3][C:7]1[N:12]=[CH:11][N:10]=[C:9]2[N:13]([C:16]3[C:23]([C:24]#[N:25])=[CH:22][CH:21]=[CH:20][C:17]=3[C:18]#[N:19])[N:14]=[CH:15][C:8]=12. (3) Given the reactants [Br:1][C:2]1[O:6][C:5]([CH:7]([O:13][C:14]2[C:15]([F:24])=[C:16]([C:20]([F:23])=[CH:21][CH:22]=2)[C:17]([NH2:19])=[O:18])[CH2:8][O:9][CH2:10]CO)=[N:4][C:3]=1[C:25]1[CH:30]=[CH:29][C:28]([C:31]([F:34])([F:33])[F:32])=[CH:27][CH:26]=1.[BH4-].[Na+].BrC1O[C:41]([CH:43]([O:50][C:51]2[C:52](F)=C(C(F)=CC=2)C(N)=O)COCCOC)=[N:40][C:39]=1C1C=CC(C(F)(F)F)=CC=1, predict the reaction product. The product is: [Br:1][C:2]1[O:6][C:5]([CH:7]([O:13][C:14]2[C:15]([F:24])=[C:16]([C:20]([F:23])=[CH:21][CH:22]=2)[C:17]([NH2:19])=[O:18])[CH2:8][O:9][CH2:10][CH2:39][N:40]2[CH2:41][CH2:43][O:50][CH2:51][CH2:52]2)=[N:4][C:3]=1[C:25]1[CH:30]=[CH:29][C:28]([C:31]([F:33])([F:34])[F:32])=[CH:27][CH:26]=1. (4) The product is: [CH2:53]([C:38]1[N:39]=[C:40]([CH3:52])[N:41]([C:44]2[N:49]=[CH:48][C:47]([O:50][CH3:51])=[CH:46][N:45]=2)[C:42](=[O:43])[C:37]=1[CH2:36][C:33]1[CH:34]=[CH:35][C:30]([C:25]2[C:24]([S:21]([NH2:20])(=[O:23])=[O:22])=[CH:29][CH:28]=[CH:27][CH:26]=2)=[CH:31][CH:32]=1)[CH2:54][CH2:55][CH3:56]. Given the reactants FC(F)(F)C(O)=O.C1(OC)C=CC=CC=1.C([NH:20][S:21]([C:24]1[C:25]([C:30]2[CH:35]=[CH:34][C:33]([CH2:36][C:37]3[C:42](=[O:43])[N:41]([C:44]4[N:49]=[CH:48][C:47]([O:50][CH3:51])=[CH:46][N:45]=4)[C:40]([CH3:52])=[N:39][C:38]=3[CH2:53][CH2:54][CH2:55][CH3:56])=[CH:32][CH:31]=2)=[CH:26][CH:27]=[CH:28][CH:29]=1)(=[O:23])=[O:22])(C)(C)C.[OH-].[Na+], predict the reaction product. (5) The product is: [NH3:4].[CH2:20]([N:4]([CH2:1][CH:2]=[CH2:3])[CH:5]([C:8]1[CH:9]=[CH:10][C:11]([S:14]([CH2:17][CH2:18][CH3:19])(=[O:15])=[O:16])=[CH:12][CH:13]=1)[CH2:6][N:7]1[CH2:27][CH2:26][CH2:25][CH2:24]1)[CH:21]=[CH2:22]. Given the reactants [CH2:1]([N:4]([CH2:20][CH:21]=[CH2:22])[CH:5]([C:8]1[CH:13]=[CH:12][C:11]([S:14]([CH2:17][CH2:18][CH3:19])(=[O:16])=[O:15])=[CH:10][CH:9]=1)[CH2:6][NH2:7])[CH:2]=[CH2:3].Br[CH2:24][CH2:25][CH2:26][CH2:27]Br.C(=O)([O-])O.[Na+], predict the reaction product.